This data is from Full USPTO retrosynthesis dataset with 1.9M reactions from patents (1976-2016). The task is: Predict the reactants needed to synthesize the given product. (1) Given the product [CH3:15][O:16][C:17](=[O:29])[NH:18][C:19]1[CH:24]=[C:23]([C:5]2[CH:4]=[N:3][C:2]([NH2:1])=[C:7]([S:8](=[O:10])(=[O:9])[N:11]([CH3:13])[CH3:12])[CH:6]=2)[CH:22]=[CH:21][N:20]=1, predict the reactants needed to synthesize it. The reactants are: [NH2:1][C:2]1[C:7]([S:8]([N:11]([CH3:13])[CH3:12])(=[O:10])=[O:9])=[CH:6][C:5](Br)=[CH:4][N:3]=1.[CH3:15][O:16][C:17](=[O:29])[NH:18][C:19]1[CH:24]=[C:23]([Sn](C)(C)C)[CH:22]=[CH:21][N:20]=1.[Cl-].[Li+].O1CCOCC1. (2) The reactants are: [Cl:1][C:2]1[CH:3]=[CH:4][C:5]([N:20]2[C:24]([Cl:25])=[C:23]([Cl:26])[N:22]=[CH:21]2)=[C:6]([C:8]([C:10]2[CH:15]=[CH:14][CH:13]=[C:12]([O:16][CH3:17])[C:11]=2[O:18][CH3:19])=[O:9])[CH:7]=1.C=O.[C:29](OCC)(=[O:31])C. Given the product [Cl:26][C:23]1[N:22]=[C:21]([CH:29]=[O:31])[N:20]([C:5]2[CH:4]=[CH:3][C:2]([Cl:1])=[CH:7][C:6]=2[C:8](=[O:9])[C:10]2[CH:15]=[CH:14][CH:13]=[C:12]([O:16][CH3:17])[C:11]=2[O:18][CH3:19])[C:24]=1[Cl:25], predict the reactants needed to synthesize it. (3) Given the product [C:1]([NH:5][C:6]1[CH:11]=[CH:10][C:9]([C:28]2[C:29]([O:31][CH3:32])=[N:30][C:25]([NH2:24])=[N:26][CH:27]=2)=[CH:8][C:7]=1[N+:21]([O-:23])=[O:22])([CH3:2])([CH3:3])[CH3:4], predict the reactants needed to synthesize it. The reactants are: [C:1]([NH:5][C:6]1[CH:11]=[CH:10][C:9](B2OC(C)(C)C(C)(C)O2)=[CH:8][C:7]=1[N+:21]([O-:23])=[O:22])([CH3:4])([CH3:3])[CH3:2].[NH2:24][C:25]1[N:30]=[C:29]([O:31][CH3:32])[C:28](Br)=[CH:27][N:26]=1.C([O-])([O-])=O.[Na+].[Na+].